This data is from Full USPTO retrosynthesis dataset with 1.9M reactions from patents (1976-2016). The task is: Predict the reactants needed to synthesize the given product. (1) Given the product [F:1][C:2]1[CH:3]=[CH:4][C:5]([O:6][C@@H:7]([CH2:17][C:18]2[CH:19]=[CH:20][C:21]([O:24][CH2:25][CH2:26][O:27][N:28]=[C:29]([C:31]3[CH:36]=[CH:35][C:34]([C:37]4[CH:42]=[CH:41][CH:40]=[CH:39][N:38]=4)=[CH:33][CH:32]=3)[CH3:30])=[CH:22][CH:23]=2)[C:8]([OH:10])=[O:9])=[CH:43][CH:44]=1, predict the reactants needed to synthesize it. The reactants are: [F:1][C:2]1[CH:44]=[CH:43][C:5]([O:6][C@@H:7]([CH2:17][C:18]2[CH:23]=[CH:22][C:21]([O:24][CH2:25][CH2:26][O:27][N:28]=[C:29]([C:31]3[CH:36]=[CH:35][C:34]([C:37]4[CH:42]=[CH:41][CH:40]=[CH:39][N:38]=4)=[CH:33][CH:32]=3)[CH3:30])=[CH:20][CH:19]=2)[C:8]([O:10]CC[Si](C)(C)C)=[O:9])=[CH:4][CH:3]=1.[F-].C([N+](CCCC)(CCCC)CCCC)CCC. (2) Given the product [CH3:1][C:2]1([N:8]2[CH2:16][C:15]3[C:10](=[CH:11][CH:12]=[C:13]([NH2:17])[CH:14]=3)[CH2:9]2)[CH2:3][CH2:4][O:5][CH2:6][CH2:7]1, predict the reactants needed to synthesize it. The reactants are: [CH3:1][C:2]1([N:8]2[CH2:16][C:15]3[C:10](=[CH:11][CH:12]=[C:13]([N+:17]([O-])=O)[CH:14]=3)[CH2:9]2)[CH2:7][CH2:6][O:5][CH2:4][CH2:3]1. (3) The reactants are: [CH3:1][C:2]1[CH:7]=[CH:6][N:5]=[C:4]([C:8]2[CH:13]=[C:12]([C:14]([OH:16])=O)[CH:11]=[CH:10][N:9]=2)[CH:3]=1.Cl.[CH2:18]([NH2:21])[C:19]#[CH:20].C1C=CC2N(O)N=NC=2C=1.CCN(C(C)C)C(C)C.C1CCC(N=C=NC2CCCCC2)CC1. Given the product [CH3:1][C:2]1[CH:7]=[CH:6][N:5]=[C:4]([C:8]2[CH:13]=[C:12]([C:14]([NH:21][CH2:18][C:19]#[CH:20])=[O:16])[CH:11]=[CH:10][N:9]=2)[CH:3]=1, predict the reactants needed to synthesize it. (4) Given the product [O:23]=[C:22]1[N:17]=[C:9]([C:10]2[CH:15]=[CH:14][CH:13]=[CH:12][CH:11]=2)[CH:2]([CH2:3][CH2:4][C:5]([O:7][CH3:8])=[O:6])[O:1]1, predict the reactants needed to synthesize it. The reactants are: [OH:1][CH:2]([C:9](=O)[C:10]1[CH:15]=[CH:14][CH:13]=[CH:12][CH:11]=1)[CH2:3][CH2:4][C:5]([O:7][CH3:8])=[O:6].[N:17]1[CH:22]=CC=CC=1.[O:23]1CCCC1.C(Cl)(=O)OC1C=CC=CC=1.